This data is from Catalyst prediction with 721,799 reactions and 888 catalyst types from USPTO. The task is: Predict which catalyst facilitates the given reaction. (1) Reactant: O=C1[C:6]2([CH2:11][CH2:10][N:9]([C:12]([O:14][C:15]([CH3:18])([CH3:17])[CH3:16])=[O:13])[CH2:8][CH2:7]2)[N:5]([C:19]2[CH:24]=[CH:23][CH:22]=[CH:21][CH:20]=2)CN1.[C:25](=[O:28])([O-:27])[O-].[K+].[K+].Cl[CH2:32][C:33]([N:35]([CH2:38][CH3:39])[CH2:36][CH3:37])=[O:34].[CH3:40][N:41]([CH3:44])[CH:42]=[O:43]. Product: [CH2:36]([N:35]([CH2:38][CH3:39])[C:33](=[O:34])[CH2:32][O:27][C:25]([C:19]1[CH:20]=[C:21]([CH:22]=[CH:23][CH:24]=1)[CH2:40][N:41]1[C:42](=[O:43])[C:6]2([CH2:11][CH2:10][N:9]([C:12]([O:14][C:15]([CH3:18])([CH3:17])[CH3:16])=[O:13])[CH2:8][CH2:7]2)[N:5]([C:19]2[CH:24]=[CH:23][CH:22]=[CH:21][CH:20]=2)[CH2:44]1)=[O:28])[CH3:37]. The catalyst class is: 13. (2) Reactant: [C:1]([O:5][C:6](=[O:20])[NH:7][C@@:8]12[CH2:13][CH:12]1[CH2:11][NH:10][C@H:9]2[C:14]1[CH:19]=[CH:18][CH:17]=[CH:16][CH:15]=1)([CH3:4])([CH3:3])[CH3:2].C(N(CC)CC)C.[F:28][C:29]([F:40])([F:39])[C:30](O[C:30](=[O:31])[C:29]([F:40])([F:39])[F:28])=[O:31].C(=O)(O)[O-].[Na+]. Product: [C:1]([O:5][C:6](=[O:20])[NH:7][C@@:8]12[CH2:13][CH:12]1[CH2:11][N:10]([C:30](=[O:31])[C:29]([F:40])([F:39])[F:28])[C@H:9]2[C:14]1[CH:15]=[CH:16][CH:17]=[CH:18][CH:19]=1)([CH3:4])([CH3:2])[CH3:3]. The catalyst class is: 2. (3) Reactant: [CH3:1][C:2]1[CH:3]=[C:4]([CH:13]2[CH2:18][NH:17][CH2:16][CH:15]([C:19]([O:21][CH3:22])=[O:20])[CH2:14]2)[CH:5]=[CH:6][C:7]=1[O:8][C:9]([F:12])([F:11])[F:10].C(N(CC)CC)C.Cl[C:31]([O:33][C:34]1[CH:39]=[CH:38][C:37]([N+:40]([O-:42])=[O:41])=[CH:36][CH:35]=1)=[O:32]. Product: [CH3:1][C:2]1[CH:3]=[C:4]([CH:13]2[CH2:18][N:17]([C:31]([O:33][C:34]3[CH:35]=[CH:36][C:37]([N+:40]([O-:42])=[O:41])=[CH:38][CH:39]=3)=[O:32])[CH2:16][CH:15]([C:19]([O:21][CH3:22])=[O:20])[CH2:14]2)[CH:5]=[CH:6][C:7]=1[O:8][C:9]([F:10])([F:11])[F:12]. The catalyst class is: 4.